Predict the reactants needed to synthesize the given product. From a dataset of Full USPTO retrosynthesis dataset with 1.9M reactions from patents (1976-2016). (1) Given the product [N:9]1([C:13]([C:15]2[N:16]=[CH:17][C:18]([O:21][C:22]3[CH:23]=[C:24]([CH:28]=[C:29]([O:31][C@H:32]4[CH2:36][CH2:35][N:34]([CH3:37])[C:33]4=[O:38])[CH:30]=3)[C:25]([NH:45][C:42]3[S:43][CH:44]=[C:40]([CH3:39])[N:41]=3)=[O:27])=[N:19][CH:20]=2)=[O:14])[CH2:10][CH2:11][CH2:12]1, predict the reactants needed to synthesize it. The reactants are: ClC(N(C)C)=C(C)C.[N:9]1([C:13]([C:15]2[N:16]=[CH:17][C:18]([O:21][C:22]3[CH:23]=[C:24]([CH:28]=[C:29]([O:31][C@H:32]4[CH2:36][CH2:35][N:34]([CH3:37])[C:33]4=[O:38])[CH:30]=3)[C:25]([OH:27])=O)=[N:19][CH:20]=2)=[O:14])[CH2:12][CH2:11][CH2:10]1.[CH3:39][C:40]1[N:41]=[C:42]([NH2:45])[S:43][CH:44]=1.N1C=CC=CC=1. (2) The reactants are: [C:1](=[O:4])([O-:3])[O-:2].[Mg:5].[Ca:6]. Given the product [C:1](=[O:2])([O-:4])[O-:3].[Mg+2:5].[C:1](=[O:2])([O-:4])[O-:3].[Ca+2:6], predict the reactants needed to synthesize it. (3) Given the product [NH2:16][C:13]1[CH:14]=[CH:15][C:10]([S:7]([NH:6][C:2]2[S:1][CH:5]=[N:4][N:3]=2)(=[O:9])=[O:8])=[CH:11][CH:12]=1, predict the reactants needed to synthesize it. The reactants are: [S:1]1[CH:5]=[N:4][N:3]=[C:2]1[NH:6][S:7]([C:10]1[CH:15]=[CH:14][C:13]([NH:16]C(=O)C)=[CH:12][CH:11]=1)(=[O:9])=[O:8].C([O-])([O-])=O.[Na+].[Na+]. (4) Given the product [NH2:17][C:10]1[C:9]2[N:8]=[C:7]([CH2:18][CH2:19][CH3:20])[N:6]([CH2:5][CH2:4][CH2:3][O:2]/[N:1]=[C:21](/[C:24]3[CH:29]=[CH:28][CH:27]=[CH:26][CH:25]=3)\[CH3:22])[C:14]=2[C:13]([CH3:15])=[C:12]([CH3:16])[N:11]=1, predict the reactants needed to synthesize it. The reactants are: [NH2:1][O:2][CH2:3][CH2:4][CH2:5][N:6]1[C:14]2[C:13]([CH3:15])=[C:12]([CH3:16])[N:11]=[C:10]([NH2:17])[C:9]=2[N:8]=[C:7]1[CH2:18][CH2:19][CH3:20].[C:21]([C:24]1[CH:29]=[CH:28][CH:27]=[CH:26][CH:25]=1)(=O)[CH3:22].Cl.N1C=CC=CC=1. (5) Given the product [P:7](#[C:1][CH2:2][C:75]1[CH:74]=[CH:73][CH:72]=[CH:71][C:70]=1[CH2:69][O:68][C@@H:67]1[C@@H:76]([CH2:77][O:78][CH2:79][C:80]2[CH:81]=[CH:82][CH:83]=[CH:84][CH:85]=2)[NH:56][CH2:57][C@H:58]1[O:59][CH2:60][C:61]1[CH:66]=[CH:65][CH:64]=[CH:63][CH:62]=1)=[O:23], predict the reactants needed to synthesize it. The reactants are: [C:1]1([P:7](C2C=CC=CC=2)C2C=CC=CC=2)C=CC=C[CH:2]=1.N(C(OC(C)C)=O)=NC(OC(C)C)=[O:23].P([O-])(OCC1C=CC=CC=1)(OCC1C=CC=CC=1)=O.OCC[N:56]1[C@H:76]([CH2:77][O:78][CH2:79][C:80]2[CH:85]=[CH:84][CH:83]=[CH:82][CH:81]=2)[C@@H:67]([O:68][CH2:69][C:70]2[CH:75]=[CH:74][CH:73]=[CH:72][CH:71]=2)[C@H:58]([O:59][CH2:60][C:61]2[CH:66]=[CH:65][CH:64]=[CH:63][CH:62]=2)[CH2:57]1.